From a dataset of Forward reaction prediction with 1.9M reactions from USPTO patents (1976-2016). Predict the product of the given reaction. The product is: [C:1]([O:5][C:6](=[O:19])[NH:7][CH2:8][CH2:9][CH2:10][CH2:11][C:12]1[CH:13]=[CH:14][C:15]([NH:18][CH2:21][C:22](=[O:23])[NH2:24])=[CH:16][CH:17]=1)([CH3:4])([CH3:2])[CH3:3]. Given the reactants [C:1]([O:5][C:6](=[O:19])[NH:7][CH2:8][CH2:9][CH2:10][CH2:11][C:12]1[CH:17]=[CH:16][C:15]([NH2:18])=[CH:14][CH:13]=1)([CH3:4])([CH3:3])[CH3:2].Br[CH2:21][C:22]([NH2:24])=[O:23].C(N(CC)CC)C, predict the reaction product.